Task: Regression. Given two drug SMILES strings and cell line genomic features, predict the synergy score measuring deviation from expected non-interaction effect.. Dataset: NCI-60 drug combinations with 297,098 pairs across 59 cell lines (1) Drug 1: CC1=C(N=C(N=C1N)C(CC(=O)N)NCC(C(=O)N)N)C(=O)NC(C(C2=CN=CN2)OC3C(C(C(C(O3)CO)O)O)OC4C(C(C(C(O4)CO)O)OC(=O)N)O)C(=O)NC(C)C(C(C)C(=O)NC(C(C)O)C(=O)NCCC5=NC(=CS5)C6=NC(=CS6)C(=O)NCCC[S+](C)C)O. Drug 2: C(CCl)NC(=O)N(CCCl)N=O. Cell line: CCRF-CEM. Synergy scores: CSS=52.4, Synergy_ZIP=3.73, Synergy_Bliss=9.27, Synergy_Loewe=-17.5, Synergy_HSA=10.9. (2) Synergy scores: CSS=38.1, Synergy_ZIP=-12.2, Synergy_Bliss=-3.26, Synergy_Loewe=-0.0748, Synergy_HSA=0.558. Cell line: OVCAR-8. Drug 1: CCC1(CC2CC(C3=C(CCN(C2)C1)C4=CC=CC=C4N3)(C5=C(C=C6C(=C5)C78CCN9C7C(C=CC9)(C(C(C8N6C=O)(C(=O)OC)O)OC(=O)C)CC)OC)C(=O)OC)O.OS(=O)(=O)O. Drug 2: C1=NC2=C(N1)C(=S)N=CN2.